From a dataset of Full USPTO retrosynthesis dataset with 1.9M reactions from patents (1976-2016). Predict the reactants needed to synthesize the given product. (1) Given the product [CH3:1][C:2]1[N:3]=[CH:4][C:5]([N:8]2[CH2:13][CH2:12][CH:11]([CH:14]3[CH2:19][CH2:18][NH:17][CH2:16][CH2:15]3)[CH2:10][CH2:9]2)=[N:6][CH:7]=1, predict the reactants needed to synthesize it. The reactants are: [CH3:1][C:2]1[N:3]=[CH:4][C:5]([N:8]2[CH2:13][CH2:12][CH:11]([CH:14]3[CH2:19][CH2:18][N:17](C(OC(C)(C)C)=O)[CH2:16][CH2:15]3)[CH2:10][CH2:9]2)=[N:6][CH:7]=1. (2) The reactants are: [CH3:1][S:2]([NH:5][C:6]1[CH:21]=[CH:20][C:9]2[NH:10][C:11]([CH2:16][C:17]([OH:19])=O)=[N:12][S:13](=[O:15])(=[O:14])[C:8]=2[CH:7]=1)(=[O:4])=[O:3].[CH2:22]([O:24][C:25]([CH:27]1[CH2:31][CH2:30][CH2:29][CH:28]1[NH:32][CH3:33])=[O:26])[CH3:23].Cl.CN(C)CCCN=C=NCC.CN1CCOCC1.Cl. Given the product [CH2:22]([O:24][C:25]([CH:27]1[CH2:31][CH2:30][CH2:29][CH:28]1[N:32]([C:17](=[O:19])[CH2:16][C:11]1[NH:10][C:9]2[CH:20]=[CH:21][C:6]([NH:5][S:2]([CH3:1])(=[O:3])=[O:4])=[CH:7][C:8]=2[S:13](=[O:14])(=[O:15])[N:12]=1)[CH3:33])=[O:26])[CH3:23], predict the reactants needed to synthesize it.